From a dataset of Forward reaction prediction with 1.9M reactions from USPTO patents (1976-2016). Predict the product of the given reaction. Given the reactants [CH3:1][N:2]1[C:6]2[CH:7]=[C:8]([N:11]3[CH:16]=[C:15]([C:17]([O:19][CH2:20][CH3:21])=[O:18])[C:14](=[O:22])[NH:13][C:12]3=[O:23])[CH:9]=[CH:10][C:5]=2[NH:4][C:3]1=[O:24].Br[CH2:26][C:27]1[CH:32]=[CH:31][CH:30]=[C:29]([C:33]([F:36])([F:35])[F:34])[C:28]=1[CH3:37].C(=O)([O-])[O-].[K+].[K+].[I-].[K+], predict the reaction product. The product is: [CH3:1][N:2]1[C:6]2[CH:7]=[C:8]([N:11]3[CH:16]=[C:15]([C:17]([O:19][CH2:20][CH3:21])=[O:18])[C:14](=[O:22])[N:13]([CH2:26][C:27]4[CH:32]=[CH:31][CH:30]=[C:29]([C:33]([F:34])([F:35])[F:36])[C:28]=4[CH3:37])[C:12]3=[O:23])[CH:9]=[CH:10][C:5]=2[NH:4][C:3]1=[O:24].